Dataset: Full USPTO retrosynthesis dataset with 1.9M reactions from patents (1976-2016). Task: Predict the reactants needed to synthesize the given product. (1) Given the product [N:46]([CH2:6][C:7]([F:45])([F:44])[CH2:8][CH2:9][C@H:10]([N:20]([CH2:21][CH2:22][CH2:23][CH2:24][CH3:25])[S:26]([C:29]1[CH:34]=[CH:33][C:32]([CH2:35][O:36][Si:37]([C:40]([CH3:43])([CH3:42])[CH3:41])([CH3:39])[CH3:38])=[CH:31][CH:30]=1)(=[O:28])=[O:27])[CH2:11][O:12][Si:13]([C:16]([CH3:19])([CH3:18])[CH3:17])([CH3:15])[CH3:14])=[N+:47]=[N-:48], predict the reactants needed to synthesize it. The reactants are: CS(O[CH2:6][C:7]([F:45])([F:44])[CH2:8][CH2:9][C@H:10]([N:20]([S:26]([C:29]1[CH:34]=[CH:33][C:32]([CH2:35][O:36][Si:37]([C:40]([CH3:43])([CH3:42])[CH3:41])([CH3:39])[CH3:38])=[CH:31][CH:30]=1)(=[O:28])=[O:27])[CH2:21][CH2:22][CH2:23][CH2:24][CH3:25])[CH2:11][O:12][Si:13]([C:16]([CH3:19])([CH3:18])[CH3:17])([CH3:15])[CH3:14])(=O)=O.[N-:46]=[N+:47]=[N-:48].[Na+].C1OCCOCCOCCOCCOCCOC1.N1C=CN=C1.[Si](Cl)(C(C)(C)C)(C)C. (2) Given the product [CH3:1][C:2]([CH3:27])([CH3:26])[C:3]([O:5][CH2:6][N:7]1[CH:11]=[N:10][C:9]([C:12]2[CH:13]=[CH:14][C:15]([C:18]3[CH:23]=[CH:22][CH:21]=[C:20]([CH2:24][NH:28][CH:29]4[CH2:37][C:36]5[C:31](=[CH:32][CH:33]=[CH:34][CH:35]=5)[CH2:30]4)[CH:19]=3)=[CH:16][CH:17]=2)=[N:8]1)=[O:4], predict the reactants needed to synthesize it. The reactants are: [CH3:1][C:2]([CH3:27])([CH3:26])[C:3]([O:5][CH2:6][N:7]1[CH:11]=[N:10][C:9]([C:12]2[CH:17]=[CH:16][C:15]([C:18]3[CH:23]=[CH:22][CH:21]=[C:20]([CH:24]=O)[CH:19]=3)=[CH:14][CH:13]=2)=[N:8]1)=[O:4].[NH2:28][CH:29]1[CH2:37][C:36]2[C:31](=[CH:32][CH:33]=[CH:34][CH:35]=2)[CH2:30]1.C1COCC1.CO.